This data is from Experimentally validated miRNA-target interactions with 360,000+ pairs, plus equal number of negative samples. The task is: Binary Classification. Given a miRNA mature sequence and a target amino acid sequence, predict their likelihood of interaction. (1) The miRNA is mmu-miR-133a-5p with sequence GCUGGUAAAAUGGAACCAAAU. The protein sequence of the target gene is MAELGELKHMVMSFRVSELQVLLGFAGRNKSGRKHELLAKALHLLKSSCAPSVQMKIKELYRRRFPRKTLGPSDLSLLSLPPGTSPVGSPGPLAPIPPTLLTPGTLLGPKREVDMHPPLPQPVHPDVTMKPLPFYEVYGELIRPTTLASTSSQRFEEAHFTFALTPQQLQQILTSREVLPGAKCDYTIQVQLRFCLCETSCPQEDYFPPNLFVKVNGKLCPLPGYLPPTKNGAEPKRPSRPINITPLARLSATVPNTIVVNWSSEFGRNYSLSVYLVRQLTAGTLLQKLRAKGIRNPDHS.... Result: 0 (no interaction). (2) The protein sequence of the target gene is MLAGAGRRGLPRAGHLCWLLCAFTLKLCEAEAPVREEKLSVSTSTSPCWLAEEFVVTEECTPCSNFQIKTTPECGSTGYVEKITCSSSKRNEFKSCRSALLEQHLFWKFEGVVVAVALVFACLVIVRQRQLDRKALEKVRKQIESI. Result: 0 (no interaction). The miRNA is cel-let-7-5p with sequence UGAGGUAGUAGGUUGUAUAGUU. (3) The miRNA is hsa-miR-4265 with sequence CUGUGGGCUCAGCUCUGGG. The protein sequence of the target gene is MVFLTAQLWLRNRVTDRYFRIQEVLKHARHFRGRKNRCYRLAVRTVIRAFVKCTKARYLKKKNMRTLWINRITAASQEHGLKYPALIGNLVKCQVELNRKVLADLAIYEPKTFKSLAALASRRRHEGFAAALGDGKEPEGIFSRVVQYH. Result: 0 (no interaction). (4) The miRNA is mmu-miR-6999-5p with sequence AAGGAAGGAGAGUCAGCAAGCAC. The protein sequence of the target gene is MADGGEGEDEIQFLRTDDEVVLQCTATIHKEQQKLCLAAEGFGNRLCFLESTSNSKNVPPDLSICTFVLEQSLSVRALQEMLANTVEKSEGQVDVEKWKFMMKTAQGGGHRTLLYGHAILLRHSYSGMYLCCLSTSRSSTDKLAFDVGLQEDTTGEACWWTIHPASKQRSEGEKVRVGDDLILVSVSSERYLHLSYGNGSLHVDAAFQQTLWSVAPISSGSEAAQGYLIGGDVLRLLHGHMDECLTVPSGEHGEEQRRTVHYEGGAVSVHARSLWRLETLRVAWSGSHIRWGQPFRLRHV.... Result: 0 (no interaction). (5) The miRNA is hsa-miR-3677-3p with sequence CUCGUGGGCUCUGGCCACGGCC. The protein sequence of the target gene is MSSDFEGYEQDFAVLTAEITSKIARVPRLPPDEKKQMVANVEKQLEEARELLEQMDLEVREIPPQSRGMYSNRMRSYKQEMGKLETDFKRSRIAYSDEVRNELLGDAGNSSENQRAHLLDNTERLERSSRRLEAGYQIAVETEQIGQEMLENLSHDREKIQRARDRLRDADANLGKSSRILTGMLRRIIQNRILLVILGIIVVIAILTAIAFFVKGH. Result: 0 (no interaction). (6) The miRNA is hsa-miR-320d with sequence AAAAGCUGGGUUGAGAGGA. The protein sequence of the target gene is MSGRSVRAETRSRAKDDIKKVMAAIEKVRKWEKKWVTVGDTSLRIFKWVPVTDSKEKEKSKSNSSAAREPNGFPSDASANSSLLLEFQDENSNQSSVSDVYQLKVDSSTNSSPSPQQSESLSPAHTSDFRTDDSQPPTLGQEILEEPSLPSSEVADEPPTLTKEEPVPLETQVVEEEEDSGAPPLKRFCVDQPTVPQTASES. Result: 1 (interaction). (7) The protein sequence of the target gene is MGQDYYSVLGITRNSEDAQIKQAYRRLALKHHPLKSNEPSSAEIFRQIAEAYDVLSDPMKRGIYDKFGEEGLKGGIPLEFGSQTPWTTGYVFHGKPEKVFHEFFGGNNPFSEFFDAEGSEVDLNFGGLQGRGVKKQDPQVERDLYLSLEDLFFGCTKKIKISRRVLNEDGYSSTIKDKILTIDVKPGWRQGTRITFEKEGDQGPNIIPADIIFIVKEKLHPRFRRENDNLFFVNPIPLGKALTCCTVEVRTLDDRLLNIPINDIIHPKYFKKVPGEGMPLPEDPTKKGDLFIFFDIQFPT.... The miRNA is hsa-miR-1208 with sequence UCACUGUUCAGACAGGCGGA. Result: 1 (interaction). (8) The miRNA is hsa-miR-2110 with sequence UUGGGGAAACGGCCGCUGAGUG. The protein sequence of the target gene is MPCIQAQYGTPATSPGPRDHLTGDPLALEFSKPTMDLASPETAPTAPATLPSFSTFMDGGYTGEFDTFLYQLPGTAQPCSSASSTSSSSSSATSPASASFKFEDFQVYGCYPGTLSGPLDETLSSSGSDYYGSPCSAPSPPTPNFQPSQLSPWDGSFGHFSPSQTYEGLRVWTEQLPKASGPPPPPTFFSFSPPTGPSPSLAQSSLKLFPAPATHQLGEGESYSVPAAFPGLAPTSPNCDTSGILDAPVTSTKARSGSSGGSEGRCAVCGDNASCQHYGVRTCEGCKGFFKRTVQKSAKY.... Result: 0 (no interaction). (9) The miRNA is hsa-miR-1-3p with sequence UGGAAUGUAAAGAAGUAUGUAU. The protein sequence of the target gene is MDRAARCSGASSLPLLLALALGLVILHCVVADGNSTRSPETNGLLCGDPEENCAATTTQSKRKGHFSRCPKQYKHYCIKGRCRFVVAEQTPSCVCDEGYIGARCERVDLFYLRGDRGQILVICLIAVMVVFIILVIGVCTCCHPLRKRRKRKKKEEEMETLGKDITPINEDIEETNIA. Result: 1 (interaction).